Task: Predict which catalyst facilitates the given reaction.. Dataset: Catalyst prediction with 721,799 reactions and 888 catalyst types from USPTO (1) Reactant: Cl.[N:2]1[C:6]2[CH:7]=[CH:8][C:9]([C:11]([O:13][CH3:14])=[O:12])=[CH:10][C:5]=2[NH:4][CH:3]=1.C(N(CC)CC)C.[C:22]1([C:28](Cl)([C:35]2[CH:40]=[CH:39][CH:38]=[CH:37][CH:36]=2)[C:29]2[CH:34]=[CH:33][CH:32]=[CH:31][CH:30]=2)[CH:27]=[CH:26][CH:25]=[CH:24][CH:23]=1. Product: [C:22]1([C:28]([C:29]2[CH:30]=[CH:31][CH:32]=[CH:33][CH:34]=2)([C:35]2[CH:36]=[CH:37][CH:38]=[CH:39][CH:40]=2)[N:2]2[C:6]3[CH:7]=[CH:8][C:9]([C:11]([O:13][CH3:14])=[O:12])=[CH:10][C:5]=3[N:4]=[CH:3]2)[CH:23]=[CH:24][CH:25]=[CH:26][CH:27]=1. The catalyst class is: 4. (2) Reactant: [CH2:1]([O:3][C:4]([C@H:6]1[CH2:11][CH2:10][C@H:9]([C:12]2[S:13][CH:14]=[C:15]([CH3:17])[N:16]=2)[CH2:8][CH2:7]1)=[O:5])[CH3:2].[Br:18]N1C(=O)CCC1=O. Product: [CH2:1]([O:3][C:4]([C@H:6]1[CH2:7][CH2:8][C@H:9]([C:12]2[S:13][C:14]([Br:18])=[C:15]([CH3:17])[N:16]=2)[CH2:10][CH2:11]1)=[O:5])[CH3:2]. The catalyst class is: 9. (3) Reactant: [CH3:1][C:2]1[NH:3][C:4]2[C:9]([C:10]=1[CH3:11])=[C:8]([N:12]1[CH2:17][CH2:16][CH2:15][CH:14]([NH:18][CH3:19])[CH2:13]1)[CH:7]=[CH:6][C:5]=2[C:20]([NH2:22])=[O:21].C(Cl)Cl.C1COCC1.CCN(C(C)C)C(C)C.Cl[CH2:41][CH2:42][S:43](Cl)(=[O:45])=[O:44]. Product: [CH3:1][C:2]1[NH:3][C:4]2[C:9]([C:10]=1[CH3:11])=[C:8]([N:12]1[CH2:17][CH2:16][CH2:15][CH:14]([N:18]([CH3:19])[S:43]([CH:42]=[CH2:41])(=[O:45])=[O:44])[CH2:13]1)[CH:7]=[CH:6][C:5]=2[C:20]([NH2:22])=[O:21]. The catalyst class is: 2. (4) Reactant: [C:1]([C:3]([C:23]1[CH:28]=[CH:27][CH:26]=[C:25]([O:29][CH3:30])[CH:24]=1)([C:17]1[CH:22]=[CH:21][CH:20]=[CH:19][CH:18]=1)[CH2:4][CH:5]([N:7]([CH3:16])C(=O)OCC(Cl)(Cl)Cl)[CH3:6])#[N:2].C(O)=O. Product: [CH3:30][O:29][C:25]1[CH:24]=[C:23]([C:3]2([C:17]3[CH:22]=[CH:21][CH:20]=[CH:19][CH:18]=3)[CH2:4][CH:5]([CH3:6])[N:7]([CH3:16])[C:1]2=[NH:2])[CH:28]=[CH:27][CH:26]=1. The catalyst class is: 772.